Dataset: Forward reaction prediction with 1.9M reactions from USPTO patents (1976-2016). Task: Predict the product of the given reaction. Given the reactants Cl.[C:2]([O:6][C:7](=[O:13])[C@H:8]([CH:10]([CH3:12])[CH3:11])[NH2:9])([CH3:5])([CH3:4])[CH3:3].[C:14](N1C=CN=C1)(N1C=CN=C1)=[O:15].N1C=CN=C1.Cl.[SH:32][CH2:33][CH2:34][NH:35][CH2:36][CH2:37][C:38]1[CH:43]=[CH:42][CH:41]=[CH:40][CH:39]=1.[O:44]1[CH2:48][CH2:47]CC1, predict the reaction product. The product is: [C:48]([S:32][CH2:33][CH2:34][N:35]([CH2:36][CH2:37][C:38]1[CH:43]=[CH:42][CH:41]=[CH:40][CH:39]=1)[C:14](=[O:15])[NH:9][C@@H:8]([CH:10]([CH3:11])[CH3:12])[C:7]([O:6][C:2]([CH3:5])([CH3:4])[CH3:3])=[O:13])(=[O:44])[CH3:47].